This data is from Reaction yield outcomes from USPTO patents with 853,638 reactions. The task is: Predict the reaction yield, written as a fraction of the theoretical maximum amount of product (1.0 means a 100% yield; for example, 0.34 means a 34% yield). (1) The reactants are [CH3:1][O:2][C:3]1[CH:8]=[CH:7][C:6]([O:9][CH2:10][CH:11]2[O:13][CH2:12]2)=[CH:5][CH:4]=1.[CH2:14]([NH:21][CH2:22][C:23]1[CH:28]=[CH:27][CH:26]=[CH:25][CH:24]=1)[C:15]1[CH:20]=[CH:19][CH:18]=[CH:17][CH:16]=1. The catalyst is C(O)C. The product is [CH2:22]([N:21]([CH2:14][C:15]1[CH:20]=[CH:19][CH:18]=[CH:17][CH:16]=1)[CH2:12][CH:11]([OH:13])[CH2:10][O:9][C:6]1[CH:5]=[CH:4][C:3]([O:2][CH3:1])=[CH:8][CH:7]=1)[C:23]1[CH:28]=[CH:27][CH:26]=[CH:25][CH:24]=1. The yield is 1.00. (2) The reactants are [OH-:1].[Na+].[Cl-].[Ga+3].[Cl-].[Cl-].[Br:7][C:8]1[CH:14]=[CH:13][C:11]([NH2:12])=[CH:10][CH:9]=1.B(Cl)(Cl)Cl.[F:19][C:20]1[CH:27]=[CH:26][C:23]([C:24]#N)=[CH:22][CH:21]=1. The catalyst is ClCCl.ClCCCl. The product is [NH2:12][C:11]1[CH:13]=[CH:14][C:8]([Br:7])=[CH:9][C:10]=1[C:24]([C:23]1[CH:26]=[CH:27][C:20]([F:19])=[CH:21][CH:22]=1)=[O:1]. The yield is 0.430. (3) The yield is 0.670. The reactants are [C:1]12([C:7]3[CH:12]=[CH:11][C:10]([N:13]4[CH2:17][C@H:16]([CH2:18][NH:19][C:20](=[O:22])[CH3:21])[O:15][C:14]4=[O:23])=[CH:9][CH:8]=3)[CH2:6][CH:5]1[CH2:4][NH:3][CH2:2]2.[O:24]1[C:28]([C:29](O)=[O:30])=[CH:27][CH:26]=[N:25]1.C(Cl)CCl.C1C=CC2N(O)N=NC=2C=1.CN1CCOCC1. The product is [O:24]1[C:28]([C:29]([N:3]2[CH2:4][CH:5]3[C:1]([C:7]4[CH:8]=[CH:9][C:10]([N:13]5[CH2:17][C@H:16]([CH2:18][NH:19][C:20](=[O:22])[CH3:21])[O:15][C:14]5=[O:23])=[CH:11][CH:12]=4)([CH2:6]3)[CH2:2]2)=[O:30])=[CH:27][CH:26]=[N:25]1. The catalyst is CN(C=O)C.